This data is from Full USPTO retrosynthesis dataset with 1.9M reactions from patents (1976-2016). The task is: Predict the reactants needed to synthesize the given product. (1) Given the product [F:28][C:29]1[CH:34]=[C:33]([N+:35]([O-:37])=[O:36])[C:32]([O:21][CH3:19])=[CH:31][C:30]=1[N:39]1[CH2:44][CH2:43][N:42]([C:45](=[O:47])[CH3:46])[CH2:41][CH2:40]1, predict the reactants needed to synthesize it. The reactants are: FC1C=C([N+]([O-])=O)C(F)=CC=1F.N1([C:19](=[O:21])C)CCNCC1.C(=O)([O-])[O-].[Cs+].[Cs+].[F:28][C:29]1[CH:34]=[C:33]([N+:35]([O-:37])=[O:36])[C:32](F)=[CH:31][C:30]=1[N:39]1[CH2:44][CH2:43][N:42]([C:45](=[O:47])[CH3:46])[CH2:41][CH2:40]1.FC1C(F)=CC(N2CCN(C(=O)C)CC2)=C([N+]([O-])=O)C=1. (2) The reactants are: [ClH:1].[C:2](=[NH:7])(OCC)[CH3:3].C(N(CC)CC)C.[Cl:15][C:16]1[CH:21]=[C:20]([Cl:22])[CH:19]=[CH:18][C:17]=1[NH:23]N. Given the product [Cl:15][C:16]1[CH:21]=[C:20]([Cl:22])[CH:19]=[CH:18][C:17]=1[NH:23][N:7]=[C:2]([Cl:1])[CH3:3], predict the reactants needed to synthesize it. (3) Given the product [Br:17][C:12]1[CH:11]=[CH:10][C:9]2[N:8]([CH2:21][CH2:20][CH2:19][Br:18])[C:7]3[C:15]([C:14]=2[CH:13]=1)=[CH:16][C:4]([Br:3])=[CH:5][CH:6]=3, predict the reactants needed to synthesize it. The reactants are: [OH-].[K+].[Br:3][C:4]1[CH:5]=[CH:6][C:7]2[NH:8][C:9]3[C:14]([C:15]=2[CH:16]=1)=[CH:13][C:12]([Br:17])=[CH:11][CH:10]=3.[Br:18][CH2:19][CH2:20][CH2:21]Br. (4) Given the product [Br:1][C:2]1[CH:7]=[CH:6][C:5]([S:8][C:13]2[CH:14]=[C:15]([C:17]([F:20])([F:18])[F:19])[CH:16]=[C:11]([C:10]([F:9])([F:23])[F:22])[CH:12]=2)=[CH:4][CH:3]=1, predict the reactants needed to synthesize it. The reactants are: [Br:1][C:2]1[CH:7]=[CH:6][C:5]([SH:8])=[CH:4][CH:3]=1.[F:9][C:10]([F:23])([F:22])[C:11]1[CH:12]=[C:13](I)[CH:14]=[C:15]([C:17]([F:20])([F:19])[F:18])[CH:16]=1.CC(CCC)C(=O)C(=O)C(C)(C)C.C(=O)([O-])[O-].[Cs+].[Cs+].